Dataset: Forward reaction prediction with 1.9M reactions from USPTO patents (1976-2016). Task: Predict the product of the given reaction. Given the reactants [CH2:1]([O:3][C:4]([C@H:6]1[C@@H:11]([NH:12][CH2:13][C:14]2[CH:19]=[CH:18][C:17]([CH3:20])=[C:16]([F:21])[CH:15]=2)[C@H:10]2[CH2:22][C@@H:7]1[CH2:8][CH2:9]2)=[O:5])[CH3:2].[CH3:23][S:24]([NH:27][C:28]1[CH:43]=[CH:42][C:31]2[NH:32][C:33]([CH2:38][C:39](O)=[O:40])=[N:34][S:35](=[O:37])(=[O:36])[C:30]=2[CH:29]=1)(=[O:26])=[O:25].Cl.CN(C)CCCN=C=NCC.CN1CCOCC1.Cl, predict the reaction product. The product is: [CH2:1]([O:3][C:4]([C@H:6]1[C@@H:11]([N:12]([CH2:13][C:14]2[CH:19]=[CH:18][C:17]([CH3:20])=[C:16]([F:21])[CH:15]=2)[C:39](=[O:40])[CH2:38][C:33]2[NH:32][C:31]3[CH:42]=[CH:43][C:28]([NH:27][S:24]([CH3:23])(=[O:26])=[O:25])=[CH:29][C:30]=3[S:35](=[O:36])(=[O:37])[N:34]=2)[C@H:10]2[CH2:22][C@@H:7]1[CH2:8][CH2:9]2)=[O:5])[CH3:2].